Task: Predict the reactants needed to synthesize the given product.. Dataset: Full USPTO retrosynthesis dataset with 1.9M reactions from patents (1976-2016) (1) Given the product [Cl:1][C:2]1[CH:10]=[C:9]2[C:5]([C:6]([C:11]([O:13][CH3:14])=[O:12])=[CH:7][NH:8]2)=[CH:4][C:3]=1[C:24]1[CH:25]=[CH:26][C:27]([CH:30]2[CH2:31][CH2:32][O:33][CH2:34][CH2:35]2)=[CH:28][CH:29]=1, predict the reactants needed to synthesize it. The reactants are: [Cl:1][C:2]1[CH:10]=[C:9]2[C:5]([C:6]([C:11]([O:13][CH3:14])=[O:12])=[CH:7][NH:8]2)=[CH:4][C:3]=1B1OCC(C)(C)CO1.Br[C:24]1[CH:29]=[CH:28][C:27]([CH:30]2[CH2:35][CH2:34][O:33][CH2:32][CH2:31]2)=[CH:26][CH:25]=1.O1CCCC1.C(=O)([O-])[O-].[K+].[K+]. (2) Given the product [NH2:23][CH:9]([CH2:10][C:11]1[O:15][N:14]=[C:13]([O:16][C:17]([F:21])([F:22])[CH:18]([F:19])[F:20])[CH:12]=1)[CH:8]([C:5]1[CH:6]=[CH:7][C:2]([F:1])=[CH:3][CH:4]=1)[OH:31], predict the reactants needed to synthesize it. The reactants are: [F:1][C:2]1[CH:7]=[CH:6][C:5]([CH:8]([OH:31])[CH:9]([NH:23]C(=O)OC(C)(C)C)[CH2:10][C:11]2[O:15][N:14]=[C:13]([O:16][C:17]([F:22])([F:21])[CH:18]([F:20])[F:19])[CH:12]=2)=[CH:4][CH:3]=1.Cl.C(=O)([O-])[O-].[K+].[K+].